From a dataset of Catalyst prediction with 721,799 reactions and 888 catalyst types from USPTO. Predict which catalyst facilitates the given reaction. (1) Reactant: C([O:3][CH:4]=[C:5](C(OCC)=O)[C:6](OCC)=O)C.[Br:16][C:17]1[CH:18]=[C:19]([CH:21]=[CH:22][CH:23]=1)[NH2:20]. Product: [Br:16][C:17]1[CH:18]=[C:19]2[C:21]([C:4]([OH:3])=[CH:5][CH:6]=[N:20]2)=[CH:22][CH:23]=1. The catalyst class is: 33. (2) Reactant: [Cl:1][C:2]1[CH:34]=[CH:33][C:32]([O:35]C)=[CH:31][C:3]=1[C:4]([NH:6][C:7]1[CH:8]=[N:9][C:10]([NH:13][C:14]2[CH:19]=[CH:18][C:17]([S:20](=[O:30])(=[O:29])[NH:21][CH2:22][CH2:23][N:24]3[CH2:28][CH2:27][CH2:26][CH2:25]3)=[CH:16][CH:15]=2)=[N:11][CH:12]=1)=[O:5].B(Br)(Br)Br. Product: [Cl:1][C:2]1[CH:34]=[CH:33][C:32]([OH:35])=[CH:31][C:3]=1[C:4]([NH:6][C:7]1[CH:8]=[N:9][C:10]([NH:13][C:14]2[CH:15]=[CH:16][C:17]([S:20](=[O:29])(=[O:30])[NH:21][CH2:22][CH2:23][N:24]3[CH2:25][CH2:26][CH2:27][CH2:28]3)=[CH:18][CH:19]=2)=[N:11][CH:12]=1)=[O:5]. The catalyst class is: 2.